From a dataset of Forward reaction prediction with 1.9M reactions from USPTO patents (1976-2016). Predict the product of the given reaction. (1) Given the reactants [N:1]1[CH:6]=[C:5]([CH2:7][NH:8][C:9]2[CH:10]=[C:11]([CH2:15][OH:16])[CH:12]=[CH:13][CH:14]=2)[CH:4]=[N:3][CH:2]=1.[Si:17](Cl)([C:20]([CH3:23])([CH3:22])[CH3:21])([CH3:19])[CH3:18].CCN(C(C)C)C(C)C.ClC(Cl)C.N1C=CC=CC=1.[F:44][C:45]([F:52])([F:51])[CH2:46][S:47](Cl)(=[O:49])=[O:48], predict the reaction product. The product is: [Si:17]([O:16][CH2:15][C:11]1[CH:10]=[C:9]([N:8]([CH2:7][C:5]2[CH:6]=[N:1][CH:2]=[N:3][CH:4]=2)[S:47]([CH2:46][C:45]([F:52])([F:51])[F:44])(=[O:49])=[O:48])[CH:14]=[CH:13][CH:12]=1)([C:20]([CH3:23])([CH3:22])[CH3:21])([CH3:19])[CH3:18]. (2) Given the reactants ClC1C=C(OC)C=CC=1N1[C:14]([CH3:15])=[C:13]([C:16]([OH:18])=[O:17])[N:12]=[N:11]1.[Cl:19][C:20]1[CH:26]=[C:25]([O:27][C:28]([F:31])([F:30])[F:29])[CH:24]=[CH:23][C:21]=1[NH2:22], predict the reaction product. The product is: [Cl:19][C:20]1[CH:26]=[C:25]([O:27][C:28]([F:29])([F:30])[F:31])[CH:24]=[CH:23][C:21]=1[N:22]1[C:14]([CH3:15])=[C:13]([C:16]([OH:18])=[O:17])[N:12]=[N:11]1. (3) The product is: [NH:1]1[C:5]2=[N:6][CH:7]=[C:8]([C:10]#[C:11][CH2:12][NH2:13])[CH:9]=[C:4]2[CH:3]=[N:2]1. Given the reactants [NH:1]1[C:5]2=[N:6][CH:7]=[C:8]([C:10]#[C:11][CH2:12][NH:13]C(=O)OC(C)(C)C)[CH:9]=[C:4]2[CH:3]=[N:2]1.C(Cl)Cl.FC(F)(F)C(O)=O, predict the reaction product. (4) The product is: [CH:1]1[C:13]2[CH:12]([CH2:14][O:15][C:16]([N:18]3[CH2:23][CH2:22][C:21]([C:24]([Cl:36])=[O:25])([C:27]4[CH:28]=[CH:29][C:30]([Cl:33])=[CH:31][CH:32]=4)[CH2:20][CH2:19]3)=[O:17])[C:11]3[C:6](=[CH:7][CH:8]=[CH:9][CH:10]=3)[C:5]=2[CH:4]=[CH:3][CH:2]=1. Given the reactants [CH:1]1[C:13]2[CH:12]([CH2:14][O:15][C:16]([N:18]3[CH2:23][CH2:22][C:21]([C:27]4[CH:32]=[CH:31][C:30]([Cl:33])=[CH:29][CH:28]=4)([C:24](O)=[O:25])[CH2:20][CH2:19]3)=[O:17])[C:11]3[C:6](=[CH:7][CH:8]=[CH:9][CH:10]=3)[C:5]=2[CH:4]=[CH:3][CH:2]=1.S(Cl)([Cl:36])=O, predict the reaction product. (5) Given the reactants [CH:1]([C:3]1[NH:4][C:5]2[CH2:6][CH2:7][CH2:8][CH2:9][C:10]=2[C:11]=1[CH2:12][CH2:13][CH2:14][N:15]1[CH2:20][CH2:19][N:18]([C:21](=[O:27])[CH2:22][O:23]C(=O)C)[CH2:17][CH2:16]1)=[O:2].C(=O)([O-])[O-].[K+].[K+].CO.O, predict the reaction product. The product is: [OH:23][CH2:22][C:21]([N:18]1[CH2:17][CH2:16][N:15]([CH2:14][CH2:13][CH2:12][C:11]2[C:10]3[CH2:9][CH2:8][CH2:7][CH2:6][C:5]=3[NH:4][C:3]=2[CH:1]=[O:2])[CH2:20][CH2:19]1)=[O:27]. (6) Given the reactants [CH2:1]([O:8][C:9]1[CH:16]=[CH:15][C:12]([CH:13]=O)=[CH:11][CH:10]=1)[C:2]1[CH:7]=[CH:6][CH:5]=[CH:4][CH:3]=1.[NH2:17][C:18]1[CH:19]=[C:20]([CH:25]2[CH2:30][CH2:29][N:28]([C:31]([O:33][C:34]([CH3:37])([CH3:36])[CH3:35])=[O:32])[CH2:27][CH2:26]2)[CH:21]=[N:22][C:23]=1[NH2:24].C(OI(C1C=CC=CC=1)OC(=O)C)(=O)C, predict the reaction product. The product is: [CH2:1]([O:8][C:9]1[CH:16]=[CH:15][C:12]([C:13]2[NH:24][C:23]3=[N:22][CH:21]=[C:20]([CH:25]4[CH2:30][CH2:29][N:28]([C:31]([O:33][C:34]([CH3:36])([CH3:35])[CH3:37])=[O:32])[CH2:27][CH2:26]4)[CH:19]=[C:18]3[N:17]=2)=[CH:11][CH:10]=1)[C:2]1[CH:7]=[CH:6][CH:5]=[CH:4][CH:3]=1. (7) Given the reactants [CH3:1][N:2]([CH:4]=[O:5])[CH3:3].[CH3:6][O:7][C:8]1[N:13]=[C:12]([C:14]2[CH:19]=[CH:18][C:17]([CH:20]([CH3:22])[CH3:21])=[CH:16][CH:15]=2)[C:11]([N:23]2[CH2:29]CC(=O)N[CH2:25][CH2:24]2)=[CH:10][CH:9]=1.[H-].[Na+].IC, predict the reaction product. The product is: [CH3:6][O:7][C:8]1[N:13]=[C:12]([C:14]2[CH:19]=[CH:18][C:17]([CH:20]([CH3:22])[CH3:21])=[CH:16][CH:15]=2)[C:11]([N:23]2[CH2:24][CH2:25][C:4](=[O:5])[N:2]([CH3:3])[CH2:1][CH2:29]2)=[CH:10][CH:9]=1. (8) Given the reactants [OH:1][C:2]1[C:11]2[C:6](=[CH:7][CH:8]=[CH:9][CH:10]=2)[C:5]([NH:17][OH:18])([CH2:12][CH2:13][CH:14]([CH3:16])[CH3:15])[C:4](=[O:19])[C:3]=1[C:20]1[NH:25][C:24]2[CH:26]=[CH:27][C:28]([N:30]([CH2:35][C:36]([O:38]CC)=[O:37])[S:31]([CH3:34])(=[O:33])=[O:32])=[CH:29][C:23]=2[S:22](=[O:42])(=[O:41])[N:21]=1, predict the reaction product. The product is: [OH:1][C:2]1[C:11]2[C:6](=[CH:7][CH:8]=[CH:9][CH:10]=2)[C:5]([NH:17][OH:18])([CH2:12][CH2:13][CH:14]([CH3:16])[CH3:15])[C:4](=[O:19])[C:3]=1[C:20]1[NH:25][C:24]2[CH:26]=[CH:27][C:28]([N:30]([CH2:35][C:36]([OH:38])=[O:37])[S:31]([CH3:34])(=[O:33])=[O:32])=[CH:29][C:23]=2[S:22](=[O:41])(=[O:42])[N:21]=1. (9) Given the reactants [Li+].[OH-].[Cl:3][C:4]1[O:8][N:7]=[C:6]([C:9]([O:11]CC)=[O:10])[CH:5]=1, predict the reaction product. The product is: [Cl:3][C:4]1[O:8][N:7]=[C:6]([C:9]([OH:11])=[O:10])[CH:5]=1. (10) Given the reactants C(=O)([O-])[O-].[K+].[K+].[C:7]([O:11][C:12]([N:14]([CH3:30])[C@@H:15]1[CH2:20][CH2:19][C@H:18]([O:21]C(=O)C2C=CC=CC=2)[CH2:17][CH2:16]1)=[O:13])([CH3:10])([CH3:9])[CH3:8].[OH-].[Na+], predict the reaction product. The product is: [C:7]([O:11][C:12](=[O:13])[N:14]([C@H:15]1[CH2:16][CH2:17][C@@H:18]([OH:21])[CH2:19][CH2:20]1)[CH3:30])([CH3:10])([CH3:8])[CH3:9].